Dataset: TCR-epitope binding with 47,182 pairs between 192 epitopes and 23,139 TCRs. Task: Binary Classification. Given a T-cell receptor sequence (or CDR3 region) and an epitope sequence, predict whether binding occurs between them. The epitope is TSDLATNNLVVMAY. The TCR CDR3 sequence is CASSPTGQGLDAGELFF. Result: 0 (the TCR does not bind to the epitope).